Token-level Classification. Given an antigen amino acid sequence, predict which amino acid positions are active epitope sites capable of antibody binding. Output is a list of indices for active positions. From a dataset of B-cell epitopes from IEDB database with 3,159 antigens for binding position prediction. (1) The epitope positions are: [298, 299, 300, 301, 302, 303, 304]. The amino acids at these positions are: PFYGYRE. Given the antigen sequence: MRQGAPARGRRWFVVWALLGLTLGVLVASAAPSSPGTPGVAAATQAANGGPATPAPPAPGAPPTGDPKPKKNKKPKPPKPPRPAGDNATVAAGHATLREHLRDIKAENTDANFYVCPPPTGATVVQFEQPRRCPTRPEGQNYTEGIAVVFKENIAPYKFKATMYYKDVTVSQVWFGHRYSQFMGIFEDRAPVPFEEVIDKINAKGVCRSTAKYVRNNLETTAFHRDDHETDMELKPANAATRTSRGWHTTDLKYNPSRVEAFHRYGTTVNCIVEEVDARSVYPYNEFVLATGDFVYMSPFYGYREGSHTEHTSYAADRFKQVDGFYARDLTTKARATAPTTRNLLTTPKFTVAWDWVPKRPSVCTMTKWQEVDEMLRSEYGGSFRFSSDAISTTFTTNLTEYPLSRVDLGDCIGKDARDAMDRIFARRYNATHIKVGQPQYYLANGGFLIAYQPLLSNTLAELYVREHLREQSRKPPNPTPPPPGASANASVERIKTTSS..., which amino acid positions are active epitope sites? (2) Given the antigen sequence: NFEQAKDKAMAQIVNNGLISVSKNGSVNLIGGSVKNNGVITVEDGNILLLAGQKVTISDMTNPTITYSVVAPENEAVNLGKIFAKNGKIQMHAGSVVNKGTLNANSVHKDKSGEIILSAKEGLANIDGTVTLNNANFKAGSLTITGKEVVLNSGAKVEFIKPDIRTLCIGQACSMGAFLLAGGTAGKRAALPNARVMIHQPLGGFRGQASDIQIHAQEILKIKHTLNDRLAFHTGQSIERIEKDTDRDNFMSAEEAQAYGLVDEVLVKR, which amino acid positions are active epitope sites? The epitope positions are: [239, 240, 241, 242, 243, 244, 245, 246, 247, 248, 249, 250, 251, 252, 253, 254, 255, 256]. The amino acids at these positions are: RIEKDTDRDNFMSAEEAQ. (3) Given the antigen sequence: MKAQKGFTLIELMIVVAIIGILAAIAIPQYQNYVSRSQVSRVMAEAGSLKTAVEACLQDGRTAVGTAAGQCDPGATGSSLLTGASQTSQTLPTNTGVPQVLDPLTTQTTIIATFGNGASAAISGQTLTWTRDVNGGWSCATTVDAKFRPNGCTD, which amino acid positions are active epitope sites? The epitope positions are: [137, 138, 139, 140, 141, 142, 143, 144, 145, 146, 147, 148, 149, 150, 151, 152, 153]. The amino acids at these positions are: SCATTVDAKFRPNGCTD. (4) Given the antigen sequence: AISVTMDNILSGFENEYDVIYLKPLAGVYRSLKKQIEKNIFTFNLNLNDILNSRLKKRKYFLDVLESDLMQFKHISSNEYIIEDSFKLLNSEQKNTLLKSYKYIKESVENDIKFAQEGISYYEKVLAKYKDDLESIKKVIKEEKEKFPSSPPTTPPSPAKTDEQKKESKFLPFLTNIETLYNNLVNKIDDYLINLKAKINDCNVEKDEAHVKITKLSDLKAIDDKIDLFKNPNDFEAIKKLINDDTKKDMLGKLLSTGLVQNFPNTIISKLIEGKFQDMLNISQHQCVKKQCPENSGCFRHLDEREECKCLLNYKQEGDKCVENPNPTCNENNGGCDADATCTEEDSGSSRKKITCECTKPDSYPLFDGIFCSSSNFLGISFLLILMLILYSFI, which amino acid positions are active epitope sites? The epitope positions are: [282, 283, 284, 285, 286, 287, 288, 289]. The amino acids at these positions are: SQHQCVKK. (5) Given the antigen sequence: GPTGTGESKCPLMVKVLDAVRGSPAINVAVHVFRKAADDTWEPFASGKTSESGELHGLTTEEQFVEGIYKVEIDTKSYWKALGISPFHEHAEVVFTANDSGPRRYTIAALLSPYSYSTTAVVTNPKE, which amino acid positions are active epitope sites? The epitope positions are: [59, 60, 61, 62, 63, 64, 65, 66, 67, 68, 69, 70]. The amino acids at these positions are: TEEQFVEGIYKV. (6) Given the antigen sequence: MAEPRQEFEVMEDHAGTYGLGDRKDQGGYTMHQDQEGDTDAGLKESPLQTPTEDGSEEPGSETSDAKSTPTAEDVTAPLVDEGAPGKQAAAQPHTEIPEGTTAEEAGIGDTPSLEDEAAGHVTQEPESGKVVQEGFLREPGPPGLSHQLMSGMPGAPLLPEGPREATRQPSGTGPEDTEGGRHAPELLKHQLLGDLHQEGPPLKGAGGKERPGSKEEVDEDRDVDESSPQDSPPSKASPAQDGRPPQTAAREATSIPGFPAEGAIPLPVDFLSKVSTEIPASEPDGPSVGRAKGQDAPLEFTFHVEITPNVQKEQAHSEEHLGRAAFPGAPGEGPEARGPSLGEDTKEADLPEPSEKQPAAAPRGKPVSRVPQLKARMVSKSKDGTGSDDKKAKTSTRSSAKTLKNRPCLSPKHPTPGSSDPLIQPSSPAVCPEPPSSPKYVSSVTSRTGSSGAKEMKLKGADGKTKIATPRGAAPPGQKGQANATRIPAKTPPAPKTPP..., which amino acid positions are active epitope sites? The epitope positions are: [510, 511, 512, 513, 514, 515, 516, 517, 518, 519, 520, 521, 522, 523, 524, 525, 526, 527]. The amino acids at these positions are: RSGYSSPGSPGTPGSRSR. (7) Given the antigen sequence: MSQKPAKEGPRLSKNQKYSEHFSIHCCPPFTFLNSKKEIVDRKYSICKSGCFYQKKEEDWICCACQKTRTSRRAKSPQRPKQQPAAPPAVVRAPAKPRSPPRSERQPRSPPRSERQPRSPPRSERQPRSPPRSERQPRPRPEVRPPPAKQRPPQKSKQQPRSSPLRGPGASRGGSPVKASRF, which amino acid positions are active epitope sites? The epitope positions are: [66, 67, 68, 69, 70, 71, 72, 73, 74, 75, 76, 77, 78, 79, 80]. The amino acids at these positions are: KTRTSRRAKSPQRPK. (8) Given the antigen sequence: MTDVSRKIRAWGRRLMIGTAAAVVLPGLVGLAGGAATAGAFSRPGLPVEYLQVPSPSMGRDIKVQFQSGGNNSPAVYLLDGLRAQDDYNGWDINTPAFEWYYQSGLSIVMPVGGQSSFYSDWYSPACGKAGCQTYKWETFLTSELPQWLSANRAVKPTGSAAIGLSMAGSSAMILAAYHPQQFIYAGSLSALLDPSQGMGPSLIGLAMGDAGGYKAANMWGPSSDPAWERNDPTQQIPKLVANNTRLWVYCGNGTPNELGGANIPAEFLKNFVRSSNLKFQDAYNAAGGHNAVFNFPPNGTHSWEYWGAQLNAMKGDLQSSLGAG, which amino acid positions are active epitope sites? The epitope positions are: [46, 47, 48, 49, 50, 51, 52, 53, 54]. The amino acids at these positions are: PVEYLQVPS. (9) Given the antigen sequence: MKKTIVALAVAAVAATSANAATVYNQDGTKVDVNGSLRLILKKEKNERGDLVDNGSRVSFKASHDLGEGLSALAYTELRFSKNVPVQVKDQQGEVVREYEVEKLGNNVHVKRLYAGFAYEGLGTLTFGNQLTIGDDVGLSDYTYFNSGINNLLSSGEKAINFKSAEFNGFTFGGAYVFSADADKQALRDGRGFVVAGLYNRKMGDVGFAFEAGYSQKYVKQEVEQNPPAAQKVFKDEKEKAFMVGAELSYAGLALGVDYAQSKVTNVDGKKRALEVGLNYDLNDRAKVYTDFIWEKEGPKGDVTRNRTVAVGFGYKLHKQVETFVEAAWGREKDSDGVTTKNNVVGTGLRVHF, which amino acid positions are active epitope sites? The epitope positions are: [216, 217, 218, 219, 220, 221, 222, 223, 224, 225, 226, 227, 228, 229, 230, 231, 232, 233, 234, 235... (22 total positions)]. The amino acids at these positions are: KYVKQEVEQNPPAAQKVFKDEK. (10) Given the antigen sequence: ASPTSPKVFPLSLCSTQPDGNVVIACLVQGFFPQEPLSVTWSESGQGVTARNFPPSQDASGDLYTTSSQLTLPATQCLAGKSVTCHVKHYTNPSQDVTVPCPVPSTPPTPSPSTPPTPSPSCCHPRLSLHRPALEDLLLGSEANLTCTLTGLRDASGVTFTWTPSSGKSAVQGPPERDLCGCYSVSSVLPGCAEPWNHGKTFTCTAAYPESKTPLTATLSKSGNTFRPEVHLLPPPSEELALNELVTLTCLARGFSPKDVLVRWLQGSQELPREKYLTWASRQEPSQGTTTFAVTSILRVAAEDWKKGDTFSCMVGHEALPLAFTQKTIDRLAGKPTHVNVSVVMAEVDGTCY, which amino acid positions are active epitope sites? The epitope positions are: [101, 102, 103, 104, 105, 106, 107, 108, 109, 110, 111, 112, 113, 114, 115, 116, 117, 118, 119, 120]. The amino acids at these positions are: PVPSTPPTPSPSTPPTPSPS.